Predict the product of the given reaction. From a dataset of Forward reaction prediction with 1.9M reactions from USPTO patents (1976-2016). (1) The product is: [NH2:49][C:33]1[N:34]=[CH:35][C:36]([C:38]2[CH:39]=[N:40][N:41]([CH:43]3[CH2:44][CH2:45][N:46]([C:53](=[O:54])[CH2:52][N:51]([CH3:56])[CH3:50])[CH2:47][CH2:48]3)[CH:42]=2)=[CH:37][C:32]=1[C:24]1[O:23][C:31]2[C:26]([N:25]=1)=[N:27][CH:28]=[CH:29][CH:30]=2. Given the reactants F[B-](F)(F)F.N1([O+]=C(N(C)C)N(C)C)C2C=CC=CC=2N=N1.[O:23]1[C:31]2[C:26](=[N:27][CH:28]=[CH:29][CH:30]=2)[N:25]=[C:24]1[C:32]1[C:33]([NH2:49])=[N:34][CH:35]=[C:36]([C:38]2[CH:39]=[N:40][N:41]([CH:43]3[CH2:48][CH2:47][NH:46][CH2:45][CH2:44]3)[CH:42]=2)[CH:37]=1.[CH3:50][N:51]([CH3:56])[CH2:52][C:53](O)=[O:54].CN1CCOCC1, predict the reaction product. (2) Given the reactants [C:1]1(OB=O)[CH:6]=[CH:5][CH:4]=[CH:3][CH:2]=1.[C:10](=[O:13])([O-])[O-:11].[Na+].[Na+].Br[C:17]1[C:28]([O:29][CH3:30])=[CH:27][C:20]2C(=O)[O:22][C:23]([CH3:25])=[N:24][C:19]=2[CH:18]=1, predict the reaction product. The product is: [C:23]([NH:24][C:19]1[CH:18]=[C:17]([C:1]2[CH:6]=[CH:5][CH:4]=[CH:3][CH:2]=2)[C:28]([O:29][CH3:30])=[CH:27][C:20]=1[C:10]([OH:11])=[O:13])(=[O:22])[CH3:25]. (3) Given the reactants [Br:1][C:2]1[N:7]=[C:6]([NH:8][C:9]2[C:10]3[N:11]([C:16]([C:19]([NH:21][C:22]4[CH:27]=[CH:26][N:25]=[CH:24][C:23]=4[F:28])=[O:20])=[CH:17][N:18]=3)[N:12]=[C:13](Cl)[CH:14]=2)[CH:5]=[CH:4][CH:3]=1.[C@H:29]1([NH2:36])[CH2:34][CH2:33][C@H:32]([NH2:35])[CH2:31][CH2:30]1, predict the reaction product. The product is: [NH2:35][C@H:32]1[CH2:33][CH2:34][C@H:29]([NH:36][C:13]2[CH:14]=[C:9]([NH:8][C:6]3[CH:5]=[CH:4][CH:3]=[C:2]([Br:1])[N:7]=3)[C:10]3[N:11]([C:16]([C:19]([NH:21][C:22]4[CH:27]=[CH:26][N:25]=[CH:24][C:23]=4[F:28])=[O:20])=[CH:17][N:18]=3)[N:12]=2)[CH2:30][CH2:31]1.